From a dataset of NCI-60 drug combinations with 297,098 pairs across 59 cell lines. Regression. Given two drug SMILES strings and cell line genomic features, predict the synergy score measuring deviation from expected non-interaction effect. Drug 1: CN(C)C(=N)N=C(N)N. Drug 2: COCCOC1=C(C=C2C(=C1)C(=NC=N2)NC3=CC=CC(=C3)C#C)OCCOC. Cell line: HT29. Synergy scores: CSS=30.2, Synergy_ZIP=-0.634, Synergy_Bliss=3.41, Synergy_Loewe=-17.8, Synergy_HSA=2.86.